Dataset: Peptide-MHC class II binding affinity with 134,281 pairs from IEDB. Task: Regression. Given a peptide amino acid sequence and an MHC pseudo amino acid sequence, predict their binding affinity value. This is MHC class II binding data. (1) The MHC is DRB1_0901 with pseudo-sequence DRB1_0901. The peptide sequence is QHLCGSHLVEALYLV. The binding affinity (normalized) is 0.176. (2) The peptide sequence is VVDLSKMRAVWVDGK. The MHC is DRB1_0901 with pseudo-sequence DRB1_0901. The binding affinity (normalized) is 0.536. (3) The peptide sequence is IMRIKKLTITGKGTL. The MHC is DRB1_0101 with pseudo-sequence DRB1_0101. The binding affinity (normalized) is 0.462. (4) The peptide sequence is ESHGVAAVLFAATAA. The MHC is DRB1_0101 with pseudo-sequence DRB1_0101. The binding affinity (normalized) is 0.594. (5) The peptide sequence is NRALSGIAAEQDRNT. The MHC is DRB1_0101 with pseudo-sequence DRB1_0101. The binding affinity (normalized) is 0.931. (6) The peptide sequence is EVDISVVVQDPKNVY. The MHC is DRB3_0101 with pseudo-sequence DRB3_0101. The binding affinity (normalized) is 0.479.